Dataset: Reaction yield outcomes from USPTO patents with 853,638 reactions. Task: Predict the reaction yield, written as a fraction of the theoretical maximum amount of product (1.0 means a 100% yield; for example, 0.34 means a 34% yield). The reactants are N1[CH2:5][CH2:4][CH2:3][CH2:2]1.[CH:6]12[CH2:15][CH:10]3[CH2:11][CH:12]([CH2:14][CH:8]([CH2:9]3)[C:7]1=O)[CH2:13]2.[CH:17]1CC=C[CH:18]=1. The catalyst is CO. The product is [C:6]12([C:2]3[C:17](=[CH2:18])[CH:5]=[CH:4][CH:3]=3)[CH2:15][CH:10]3[CH2:11][CH:12]([CH2:14][CH:8]([CH2:9]3)[CH2:7]1)[CH2:13]2. The yield is 0.779.